This data is from TCR-epitope binding with 47,182 pairs between 192 epitopes and 23,139 TCRs. The task is: Binary Classification. Given a T-cell receptor sequence (or CDR3 region) and an epitope sequence, predict whether binding occurs between them. (1) The epitope is VLWAHGFEL. The TCR CDR3 sequence is CASSGPGGFSYNEQFF. Result: 1 (the TCR binds to the epitope). (2) The epitope is KPLEFGATSAAL. The TCR CDR3 sequence is CASSSQVGLTDTQYF. Result: 1 (the TCR binds to the epitope).